From a dataset of Catalyst prediction with 721,799 reactions and 888 catalyst types from USPTO. Predict which catalyst facilitates the given reaction. (1) Reactant: C(N(CC)CC)C.[CH:8]([C:10]1[C:18]2[C:13](=[CH:14][CH:15]=[CH:16][CH:17]=2)[N:12](C(OC(C)(C)C)=O)[CH:11]=1)=[O:9].[CH:26](=[N:33][C:34]1[N:38]=[C:37]([O:39][CH3:40])[S:36][N:35]=1)[C:27]1[CH:32]=[CH:31][CH:30]=[CH:29][CH:28]=1. Product: [NH:12]1[C:13]2[C:18](=[CH:17][CH:16]=[CH:15][CH:14]=2)[C:10]([C:8](=[O:9])[CH:26]([NH:33][C:34]2[N:38]=[C:37]([O:39][CH3:40])[S:36][N:35]=2)[C:27]2[CH:28]=[CH:29][CH:30]=[CH:31][CH:32]=2)=[CH:11]1. The catalyst class is: 433. (2) Reactant: CC(N=NC(C#N)(C)C)(C#N)C.[O:13]=[C:14]1[N:20]2[CH2:21][C@@H:16]([CH2:17][CH2:18][C@H:19]2[C:22]([NH:24][CH:25]2[CH2:30][CH2:29][N:28]([C:31]([O:33][C:34]([CH3:37])([CH3:36])[CH3:35])=[O:32])[CH2:27][CH2:26]2)=[O:23])[N:15]1OC(OC1C=CC=CC=1)=S.C([SnH](CCCC)CCCC)CCC. Product: [O:13]=[C:14]1[N:20]2[CH2:21][C@@H:16]([CH2:17][CH2:18][C@H:19]2[C:22]([NH:24][CH:25]2[CH2:30][CH2:29][N:28]([C:31]([O:33][C:34]([CH3:37])([CH3:36])[CH3:35])=[O:32])[CH2:27][CH2:26]2)=[O:23])[NH:15]1. The catalyst class is: 48. (3) Reactant: [C:1]([NH:5][C:6]([C:8]1[C:12]2=[N:13][C:14]([C:17]3[C:25]4[C:20](=[CH:21][C:22]([CH2:26][CH3:27])=[CH:23][CH:24]=4)[N:19]([CH3:28])[N:18]=3)=[CH:15][N:16]=[C:11]2[N:10](COCC[Si](C)(C)C)[CH:9]=1)=[O:7])([CH3:4])([CH3:3])[CH3:2].C(N)CN.CCCC[N+](CCCC)(CCCC)CCCC.[F-]. Product: [C:1]([NH:5][C:6]([C:8]1[C:12]2[C:11](=[N:16][CH:15]=[C:14]([C:17]3[C:25]4[C:20](=[CH:21][C:22]([CH2:26][CH3:27])=[CH:23][CH:24]=4)[N:19]([CH3:28])[N:18]=3)[N:13]=2)[NH:10][CH:9]=1)=[O:7])([CH3:4])([CH3:3])[CH3:2]. The catalyst class is: 3. (4) Reactant: [CH3:1][S-:2].[Na+].CC1C=CC(S(O[CH2:15][C@@H:16]2[CH2:21][O:20][C@@H:19]([C@H:22]3[O:26][N:25]=[C:24]([C:27]4[CH:32]=[C:31]([C:33](=[O:45])[NH:34][CH2:35][C:36]5[CH:41]=[CH:40][C:39]([F:42])=[C:38]([O:43][CH3:44])[CH:37]=5)[N:30]=[C:29]([CH3:46])[N:28]=4)[CH2:23]3)[CH2:18][O:17]2)(=O)=O)=CC=1. Product: [F:42][C:39]1[CH:40]=[CH:41][C:36]([CH2:35][NH:34][C:33]([C:31]2[CH:32]=[C:27]([C:24]3[CH2:23][C@@H:22]([C@H:19]4[CH2:18][O:17][C@H:16]([CH2:15][S:2][CH3:1])[CH2:21][O:20]4)[O:26][N:25]=3)[N:28]=[C:29]([CH3:46])[N:30]=2)=[O:45])=[CH:37][C:38]=1[O:43][CH3:44]. The catalyst class is: 58. (5) Reactant: [N+:1]([C:4]1[CH:5]=[C:6]([CH2:10][CH2:11][OH:12])[CH:7]=[CH:8][CH:9]=1)([O-])=O. Product: [NH2:1][C:4]1[CH:5]=[C:6]([CH2:10][CH2:11][OH:12])[CH:7]=[CH:8][CH:9]=1. The catalyst class is: 29. (6) Reactant: [C:1]1([C:17]([O:19][CH3:20])=[O:18])[N:2]=[CH:3][N:4]2[CH2:9][CH2:8][N:7]([C:10]([O:12][C:13]([CH3:16])([CH3:15])[CH3:14])=[O:11])[CH2:6][C:5]=12.C1C(=O)N([Br:28])C(=O)C1. Product: [Br:28][C:3]1[N:4]2[CH2:9][CH2:8][N:7]([C:10]([O:12][C:13]([CH3:14])([CH3:15])[CH3:16])=[O:11])[CH2:6][C:5]2=[C:1]([C:17]([O:19][CH3:20])=[O:18])[N:2]=1. The catalyst class is: 291.